Dataset: Full USPTO retrosynthesis dataset with 1.9M reactions from patents (1976-2016). Task: Predict the reactants needed to synthesize the given product. Given the product [Br:1][C:2]1[S:6][C:5]([C:7]([NH:42][CH2:43][C:44]2[CH:45]=[N:46][CH:47]=[CH:48][CH:49]=2)=[O:9])=[C:4]([CH3:10])[CH:3]=1, predict the reactants needed to synthesize it. The reactants are: [Br:1][C:2]1[S:6][C:5]([C:7]([OH:9])=O)=[C:4]([CH3:10])[CH:3]=1.ON1C2C=CC=CC=2N=N1.Cl.C(N=C=NCCCN(C)C)C.C(N(CC)C(C)C)(C)C.[NH2:42][CH2:43][C:44]1[CH:45]=[N:46][CH:47]=[CH:48][CH:49]=1.